This data is from Forward reaction prediction with 1.9M reactions from USPTO patents (1976-2016). The task is: Predict the product of the given reaction. (1) Given the reactants FC(F)(F)C(O)=O.[CH3:8][C:9]1([CH3:18])[CH2:14][C:13](=[CH2:15])[CH2:12][C:11]([CH3:17])([CH3:16])[NH:10]1.B1C2CCCC1CCC2.[Cl:28][C:29]1[N:30]=[N:31][CH:32]=[C:33](Cl)[CH:34]=1.C([O-])([O-])=O.[K+].[K+].C(Cl)Cl, predict the reaction product. The product is: [Cl:28][C:29]1[N:30]=[N:31][C:32]([CH2:15][CH:13]2[CH2:12][C:11]([CH3:17])([CH3:16])[NH:10][C:9]([CH3:18])([CH3:8])[CH2:14]2)=[CH:33][CH:34]=1. (2) Given the reactants ClC(Cl)(O[C:5](=[O:11])OC(Cl)(Cl)Cl)Cl.[CH3:13][O:14][C:15]1[CH:16]=[C:17]([C@:23]23[CH2:31][N:30]([CH3:32])[CH2:29][C@H:28]2[CH2:27][C@H:26]([NH2:33])[CH2:25][CH2:24]3)[CH:18]=[CH:19][C:20]=1[O:21][CH3:22].CCN(CC)CC.[F:41][C:42]1[CH:43]=[C:44]([CH:46]=[C:47]([F:50])[C:48]=1[F:49])[NH2:45], predict the reaction product. The product is: [CH3:13][O:14][C:15]1[CH:16]=[C:17]([C@:23]23[CH2:31][N:30]([CH3:32])[CH2:29][C@H:28]2[CH2:27][C@H:26]([NH:33][C:5]([NH:45][C:44]2[CH:43]=[C:42]([F:41])[C:48]([F:49])=[C:47]([F:50])[CH:46]=2)=[O:11])[CH2:25][CH2:24]3)[CH:18]=[CH:19][C:20]=1[O:21][CH3:22]. (3) Given the reactants [Cl:1][C:2]1[CH:7]=[CH:6][C:5]([S:8](Cl)(=[O:10])=[O:9])=[C:4]([F:12])[CH:3]=1.S([O-])([O-])=O.[Na+].[Na+].[C:19](=O)(O)[O-].[Na+].IC, predict the reaction product. The product is: [Cl:1][C:2]1[CH:7]=[CH:6][C:5]([S:8]([CH3:19])(=[O:10])=[O:9])=[C:4]([F:12])[CH:3]=1. (4) The product is: [F:1][C:2]1[C:3]([CH3:12])=[CH:4][C:5]2[S:9][C:8](=[N:10][C:18](=[O:19])[C:17]3[CH:21]=[CH:22][CH:23]=[C:15]([C:14]([F:25])([F:24])[F:13])[CH:16]=3)[N:7]([CH:27]([CH3:33])[C:28]([OH:30])=[O:29])[C:6]=2[CH:11]=1. Given the reactants [F:1][C:2]1[C:3]([CH3:12])=[CH:4][C:5]2[S:9][C:8]([NH2:10])=[N:7][C:6]=2[CH:11]=1.[F:13][C:14]([F:25])([F:24])[C:15]1[CH:16]=[C:17]([CH:21]=[CH:22][CH:23]=1)[C:18](Cl)=[O:19].Br[CH:27]([CH3:33])[C:28]([O:30]CC)=[O:29].FC1C2N=C(N)SC=2C=C(F)C=1.C1(C)C=CC(C(Cl)=O)=CC=1.BrCC(OCC)=O, predict the reaction product. (5) Given the reactants [Br:1][C:2]1[C:3]([O:27]S(C2C=CC(C)=CC=2)(=O)=O)=[C:4]([C:9]([N:12]([C:20]([O:22][C:23]([CH3:26])([CH3:25])[CH3:24])=[O:21])[C:13]([O:15][C:16]([CH3:19])([CH3:18])[CH3:17])=[O:14])=[CH:10][CH:11]=1)[C:5]([O:7][CH3:8])=[O:6].[OH-].[Na+], predict the reaction product. The product is: [Br:1][C:2]1[C:3]([OH:27])=[C:4]([C:9]([N:12]([C:13]([O:15][C:16]([CH3:19])([CH3:18])[CH3:17])=[O:14])[C:20]([O:22][C:23]([CH3:26])([CH3:24])[CH3:25])=[O:21])=[CH:10][CH:11]=1)[C:5]([O:7][CH3:8])=[O:6]. (6) Given the reactants [CH3:1][N:2]([CH3:20])[CH2:3][CH2:4][N:5]1[C:14]2[C:9](=[CH:10][C:11]([N+:16]([O-:18])=[O:17])=[CH:12][C:13]=2[F:15])[CH2:8][CH2:7][C:6]1=O.C1COCC1, predict the reaction product. The product is: [F:15][C:13]1[CH:12]=[C:11]([N+:16]([O-:18])=[O:17])[CH:10]=[C:9]2[C:14]=1[N:5]([CH2:4][CH2:3][N:2]([CH3:1])[CH3:20])[CH2:6][CH2:7][CH2:8]2. (7) Given the reactants [CH3:1][C@H:2]1[C@@H:7]([N:8]([C:10]2[N:18]=[CH:17][N:16]=[C:15]3[C:11]=2[CH:12]=[CH:13][NH:14]3)[CH3:9])[CH2:6][N:5]([C:19]([CH2:21][C:22]#[N:23])=[O:20])[CH2:4][CH2:3]1.Cl.O.[C:26]([OH:38])(=[O:37])[CH2:27][C:28]([CH2:33][C:34]([OH:36])=[O:35])([C:30]([OH:32])=[O:31])[OH:29].C(N(CC)C(C)C)(C)C, predict the reaction product. The product is: [CH3:1][C@H:2]1[C@@H:7]([N:8]([C:10]2[N:18]=[CH:17][N:16]=[C:15]3[C:11]=2[CH:12]=[CH:13][NH:14]3)[CH3:9])[CH2:6][N:5]([C:19]([CH2:21][C:22]#[N:23])=[O:20])[CH2:4][CH2:3]1.[CH2:33]([C:28]([OH:29])([C:30]([OH:32])=[O:31])[CH2:27][C:26]([OH:38])=[O:37])[C:34]([OH:36])=[O:35]. (8) Given the reactants CC1(C)C(C)(C)OB([C:9]2[CH:10]=[C:11]([NH2:15])[CH:12]=[N:13][CH:14]=2)O1.Br[C:18]1[S:19][CH:20]=[CH:21][N:22]=1.C([O-])([O-])=O.[Cs+].[Cs+].O, predict the reaction product. The product is: [S:19]1[CH:20]=[CH:21][N:22]=[C:18]1[C:9]1[CH:10]=[C:11]([NH2:15])[CH:12]=[N:13][CH:14]=1. (9) Given the reactants [F:1][C:2]1[CH:3]=[C:4]2[C:9](=[C:10]([NH2:12])[CH:11]=1)[N:8]=[CH:7][CH:6]=[CH:5]2.[Cl:13][C:14]1[CH:19]=[CH:18][C:17]([S:20](Cl)(=[O:22])=[O:21])=[C:16]([F:24])[CH:15]=1, predict the reaction product. The product is: [Cl:13][C:14]1[CH:19]=[CH:18][C:17]([S:20]([NH:12][C:10]2[CH:11]=[C:2]([F:1])[CH:3]=[C:4]3[C:9]=2[N:8]=[CH:7][CH:6]=[CH:5]3)(=[O:21])=[O:22])=[C:16]([F:24])[CH:15]=1. (10) Given the reactants [OH:1][CH2:2][C@@H:3]([CH3:8])[C:4]([O:6][CH3:7])=[O:5].N1C=CN=C1.[Si:14](Cl)([C:27]([CH3:30])([CH3:29])[CH3:28])([C:21]1[CH:26]=[CH:25][CH:24]=[CH:23][CH:22]=1)[C:15]1[CH:20]=[CH:19][CH:18]=[CH:17][CH:16]=1, predict the reaction product. The product is: [C:27]([Si:14]([C:21]1[CH:26]=[CH:25][CH:24]=[CH:23][CH:22]=1)([C:15]1[CH:16]=[CH:17][CH:18]=[CH:19][CH:20]=1)[O:1][CH2:2][C@@H:3]([CH3:8])[C:4]([O:6][CH3:7])=[O:5])([CH3:30])([CH3:28])[CH3:29].